From a dataset of Reaction yield outcomes from USPTO patents with 853,638 reactions. Predict the reaction yield, written as a fraction of the theoretical maximum amount of product (1.0 means a 100% yield; for example, 0.34 means a 34% yield). The reactants are [Br:1][C:2]1[CH:7]=[CH:6][C:5](I)=[CH:4][CH:3]=1.[CH:9]1[C:18]2[C:13](=[CH:14][CH:15]=[CH:16][CH:17]=2)[CH:12]=[CH:11][C:10]=1B(O)O.C1(C)C=CC=CC=1P(C1C=CC=CC=1C)C1C=CC=CC=1C.C(=O)([O-])[O-].[K+].[K+]. The catalyst is C(O)C.C1(C)C=CC=CC=1. The product is [Br:1][C:2]1[CH:7]=[CH:6][C:5]([C:11]2[CH:10]=[CH:9][C:18]3[C:13](=[CH:14][CH:15]=[CH:16][CH:17]=3)[CH:12]=2)=[CH:4][CH:3]=1. The yield is 0.610.